Task: Predict the reactants needed to synthesize the given product.. Dataset: Full USPTO retrosynthesis dataset with 1.9M reactions from patents (1976-2016) (1) Given the product [Br:1][C:2]1[N:7]=[C:6]([NH:8][C:16](=[O:21])[C:17]([CH3:20])([CH3:19])[CH3:18])[CH:5]=[CH:4][CH:3]=1, predict the reactants needed to synthesize it. The reactants are: [Br:1][C:2]1[N:7]=[C:6]([NH2:8])[CH:5]=[CH:4][CH:3]=1.C(N(CC)CC)C.[C:16](Cl)(=[O:21])[C:17]([CH3:20])([CH3:19])[CH3:18]. (2) Given the product [Cl:1][C:2]1[CH:10]=[C:9]2[C:5]([C:6]([C:14]([OH:19])=[O:20])=[CH:7][N:8]2[CH:11]([CH3:12])[CH3:13])=[CH:4][CH:3]=1, predict the reactants needed to synthesize it. The reactants are: [Cl:1][C:2]1[CH:10]=[C:9]2[C:5]([C:6]([C:14](=[O:19])C(F)(F)F)=[CH:7][N:8]2[CH:11]([CH3:13])[CH3:12])=[CH:4][CH:3]=1.[OH-:20].[Na+].Cl. (3) Given the product [NH2:18][C:17]1[C:8]2[C:7](=[CH:12][C:11]([O:13][CH3:14])=[C:10]([O:15][CH3:16])[CH:9]=2)[NH:6][C:5]=1[C:4]([O:3][CH2:1][CH3:2])=[O:19], predict the reactants needed to synthesize it. The reactants are: [CH2:1]([O:3][C:4](=[O:19])[CH2:5][NH:6][C:7]1[CH:12]=[C:11]([O:13][CH3:14])[C:10]([O:15][CH3:16])=[CH:9][C:8]=1[C:17]#[N:18])[CH3:2].CC(C)([O-])C.[K+]. (4) The reactants are: [H-].[Na+].[C:3]([CH:5]([CH:10]([C:21]1[CH:26]=[CH:25][CH:24]=[CH:23][C:22]=1[O:27][CH3:28])[C:11]1[C:20]2[C:15](=[CH:16][CH:17]=[CH:18][CH:19]=2)[CH:14]=[CH:13][CH:12]=1)[C:6]([O:8][CH3:9])=[O:7])#[N:4].[CH3:29][O:30][CH2:31]Cl. Given the product [C:3]([C@:5]([CH2:29][O:30][CH3:31])([C@H:10]([C:21]1[CH:26]=[CH:25][CH:24]=[CH:23][C:22]=1[O:27][CH3:28])[C:11]1[C:20]2[C:15](=[CH:16][CH:17]=[CH:18][CH:19]=2)[CH:14]=[CH:13][CH:12]=1)[C:6]([O:8][CH3:9])=[O:7])#[N:4], predict the reactants needed to synthesize it.